From a dataset of Full USPTO retrosynthesis dataset with 1.9M reactions from patents (1976-2016). Predict the reactants needed to synthesize the given product. (1) Given the product [F:1][C:2]1[CH:8]=[CH:7][C:5]([NH:6][C:24]([C:21]2[CH:22]=[CH:23][C:18]([C:27]3[CH:28]=[CH:29][CH:30]=[CH:31][CH:32]=3)=[CH:19][CH:20]=2)=[O:25])=[CH:4][C:3]=1[N+:9]([O-:11])=[O:10], predict the reactants needed to synthesize it. The reactants are: [F:1][C:2]1[CH:8]=[CH:7][C:5]([NH2:6])=[CH:4][C:3]=1[N+:9]([O-:11])=[O:10].C(=O)([O-])[O-].[K+].[K+].[C:18]1([C:27]2[CH:32]=[CH:31][CH:30]=[CH:29][CH:28]=2)[CH:23]=[CH:22][C:21]([C:24](Cl)=[O:25])=[CH:20][CH:19]=1. (2) The reactants are: [CH3:1][O:2][C:3]1[CH:8]=[C:7]([O:9][CH3:10])[CH:6]=[CH:5][C:4]=1[S:11](Cl)(=[O:13])=[O:12].[F:15][C:16]1[CH:21]=[C:20]([F:22])[CH:19]=[CH:18][C:17]=1[C:23]1[CH:28]=[CH:27][CH:26]=[CH:25][C:24]=1[CH:29]([NH2:31])[CH3:30].C(N(CC)CC)C. Given the product [F:15][C:16]1[CH:21]=[C:20]([F:22])[CH:19]=[CH:18][C:17]=1[C:23]1[CH:28]=[CH:27][CH:26]=[CH:25][C:24]=1[CH:29]([NH:31][S:11]([C:4]1[CH:5]=[CH:6][C:7]([O:9][CH3:10])=[CH:8][C:3]=1[O:2][CH3:1])(=[O:13])=[O:12])[CH3:30], predict the reactants needed to synthesize it.